Task: Predict the product of the given reaction.. Dataset: Forward reaction prediction with 1.9M reactions from USPTO patents (1976-2016) (1) The product is: [Br:3][C:4]1[CH:5]=[C:6]([C:18]([O:20][CH3:21])=[O:19])[C:7]2[N:8]([CH2:23][C:24]3[CH:29]=[CH:28][C:27]([O:30][CH3:31])=[CH:26][CH:25]=3)[C:9]3[CH:10]=[C:11]([Cl:17])[CH:12]=[CH:13][C:14]=3[C:15]=2[N:16]=1. Given the reactants [H-].[Na+].[Br:3][C:4]1[CH:5]=[C:6]([C:18]([O:20][CH3:21])=[O:19])[C:7]2[NH:8][C:9]3[CH:10]=[C:11]([Cl:17])[CH:12]=[CH:13][C:14]=3[C:15]=2[N:16]=1.Cl[CH2:23][C:24]1[CH:29]=[CH:28][C:27]([O:30][CH3:31])=[CH:26][CH:25]=1, predict the reaction product. (2) Given the reactants [C:1]1([CH2:11][N:12]2[CH2:17][CH2:16][CH:15]([CH2:18][N:19]([CH2:39][O:40][CH2:41][CH2:42][Si:43]([CH3:46])([CH3:45])[CH3:44])[C:20]3[N:24]([CH2:25][O:26][CH2:27][CH2:28][Si:29]([CH3:32])([CH3:31])[CH3:30])[C:23]4[CH:33]=[CH:34][C:35]([CH2:37][OH:38])=[CH:36][C:22]=4[N:21]=3)[CH2:14][CH2:13]2)[C:10]2[C:5](=[CH:6][CH:7]=[CH:8][CH:9]=2)[CH:4]=[CH:3][CH:2]=1.OI1(=O)C2C=CC=CC=2C(=O)O1.C(OCC)(=O)C, predict the reaction product. The product is: [C:1]1([CH2:11][N:12]2[CH2:13][CH2:14][CH:15]([CH2:18][N:19]([CH2:39][O:40][CH2:41][CH2:42][Si:43]([CH3:46])([CH3:45])[CH3:44])[C:20]3[N:24]([CH2:25][O:26][CH2:27][CH2:28][Si:29]([CH3:30])([CH3:31])[CH3:32])[C:23]4[CH:33]=[CH:34][C:35]([CH:37]=[O:38])=[CH:36][C:22]=4[N:21]=3)[CH2:16][CH2:17]2)[C:10]2[C:5](=[CH:6][CH:7]=[CH:8][CH:9]=2)[CH:4]=[CH:3][CH:2]=1. (3) Given the reactants [OH:1][C:2]1[CH:11]=[C:10]([OH:12])[CH:9]=[C:8]2[C:3]=1[C:4](=[O:15])[CH2:5][C:6]([CH3:14])([CH3:13])[O:7]2.C(=O)([O-])[O-].[K+].[K+].[CH2:22](Br)[CH:23]=[CH2:24], predict the reaction product. The product is: [CH2:24]([O:12][C:10]1[CH:9]=[C:8]2[C:3]([C:4](=[O:15])[CH2:5][C:6]([CH3:13])([CH3:14])[O:7]2)=[C:2]([OH:1])[CH:11]=1)[CH:23]=[CH2:22]. (4) Given the reactants [CH:1]([C:19]([O:21]CC1C=CC=CC=1)=[O:20])([C:9]([O:11]CC1C=CC=CC=1)=[O:10])[C@H:2]([C:4]([O:6][CH2:7][CH3:8])=[O:5])[CH3:3], predict the reaction product. The product is: [CH2:7]([O:6][C:4](=[O:5])[C@@H:2]([CH:1]([C:19]([OH:21])=[O:20])[C:9]([OH:11])=[O:10])[CH3:3])[CH3:8]. (5) Given the reactants [CH3:1][N:2]1[C:7]([CH3:9])([CH3:8])[CH2:6][CH:5]([OH:10])[CH2:4][C:3]1([CH3:12])[CH3:11].[Cl:13][C:14]1[CH:19]=[CH:18][C:17](O)=[CH:16][C:15]=1[F:21], predict the reaction product. The product is: [ClH:13].[Cl:13][C:14]1[CH:19]=[CH:18][C:17]([O:10][CH:5]2[CH2:6][C:7]([CH3:8])([CH3:9])[N:2]([CH3:1])[C:3]([CH3:12])([CH3:11])[CH2:4]2)=[CH:16][C:15]=1[F:21].